This data is from Forward reaction prediction with 1.9M reactions from USPTO patents (1976-2016). The task is: Predict the product of the given reaction. (1) Given the reactants [CH3:1][C:2]1[O:6][C:5]([C:7]2[CH:12]=[CH:11][CH:10]=[CH:9][CH:8]=2)=[N:4][C:3]=1[CH2:13][OH:14].[H-].[Na+].[H][H].Cl[C:20]1[CH:25]=[C:24]([C:26]([O:28][CH3:29])=[O:27])[CH:23]=[CH:22][N:21]=1, predict the reaction product. The product is: [CH3:1][C:2]1[O:6][C:5]([C:7]2[CH:12]=[CH:11][CH:10]=[CH:9][CH:8]=2)=[N:4][C:3]=1[CH2:13][O:14][C:20]1[CH:25]=[C:24]([C:26]([O:28][CH3:29])=[O:27])[CH:23]=[CH:22][N:21]=1. (2) Given the reactants [CH3:1][S:2]([C:5]1[CH:10]=[CH:9][CH:8]=[CH:7][C:6]=1[S:11]([NH:14][C:15]1[CH:16]=[CH:17][CH:18]=[C:19]2[C:23]=1[NH:22][C:21]([C:24](O)=[O:25])=[CH:20]2)(=[O:13])=[O:12])(=[O:4])=[O:3].Cl.[C:28]([S:47][CH2:48][CH2:49][NH2:50])([C:41]1[CH:46]=[CH:45][CH:44]=[CH:43][CH:42]=1)([C:35]1[CH:40]=[CH:39][CH:38]=[CH:37][CH:36]=1)[C:29]1[CH:34]=[CH:33][CH:32]=[CH:31][CH:30]=1.N1(O)C2C=CC=CC=2N=N1.Cl.CN(C)CCCN=C=NCC, predict the reaction product. The product is: [CH3:1][S:2]([C:5]1[CH:10]=[CH:9][CH:8]=[CH:7][C:6]=1[S:11]([NH:14][C:15]1[CH:16]=[CH:17][CH:18]=[C:19]2[C:23]=1[NH:22][C:21]([C:24]([NH:50][CH2:49][CH2:48][S:47][C:28]([C:35]1[CH:40]=[CH:39][CH:38]=[CH:37][CH:36]=1)([C:29]1[CH:30]=[CH:31][CH:32]=[CH:33][CH:34]=1)[C:41]1[CH:46]=[CH:45][CH:44]=[CH:43][CH:42]=1)=[O:25])=[CH:20]2)(=[O:13])=[O:12])(=[O:3])=[O:4]. (3) The product is: [CH3:1][O:2][C:3](=[O:25])[CH2:4][CH2:5][CH:6]([NH:10][C:11]([C:13]1[CH:14]=[CH:15][C:16]([C:19]2[CH:20]=[CH:21][CH:22]=[CH:23][CH:24]=2)=[CH:17][CH:18]=1)=[O:12])[CH2:7][OH:8]. Given the reactants [CH3:1][O:2][C:3](=[O:25])[CH2:4][CH2:5][CH:6]([NH:10][C:11]([C:13]1[CH:18]=[CH:17][C:16]([C:19]2[CH:24]=[CH:23][CH:22]=[CH:21][CH:20]=2)=[CH:15][CH:14]=1)=[O:12])[C:7](O)=[O:8].CCN(CC)CC.ClC(OCC)=O.[BH4-].[Na+].Cl, predict the reaction product.